This data is from Reaction yield outcomes from USPTO patents with 853,638 reactions. The task is: Predict the reaction yield, written as a fraction of the theoretical maximum amount of product (1.0 means a 100% yield; for example, 0.34 means a 34% yield). (1) The reactants are O1CCCC1.[Cl:6][C:7]1[C:8]([C:13]2[CH:14]=[C:15]3[C:19](=[CH:20][CH:21]=2)[NH:18][N:17]=[C:16]3[NH2:22])=[N:9][CH:10]=[CH:11][CH:12]=1.C(N(CC)CC)C.[C:30](O[C:30]([O:32][C:33]([CH3:36])([CH3:35])[CH3:34])=[O:31])([O:32][C:33]([CH3:36])([CH3:35])[CH3:34])=[O:31]. The catalyst is CN(C)C1C=CN=CC=1.C(OCC)(=O)C. The product is [NH2:22][C:16]1[C:15]2[C:19](=[CH:20][CH:21]=[C:13]([C:8]3[C:7]([Cl:6])=[CH:12][CH:11]=[CH:10][N:9]=3)[CH:14]=2)[N:18]([C:30]([O:32][C:33]([CH3:36])([CH3:35])[CH3:34])=[O:31])[N:17]=1. The yield is 0.650. (2) The reactants are Cl.Cl[CH2:3][C:4]1[N:5]([CH2:9][C:10]2[CH:15]=[C:14]([Cl:16])[CH:13]=[C:12]([Cl:17])[CH:11]=2)[CH:6]=[CH:7][N:8]=1.[C:18]1([CH:25]=[CH:24][CH:23]=[C:21]([OH:22])[CH:20]=1)[OH:19].C([O-])([O-])=O.[K+].[K+].Cl. The catalyst is O.CS(C)=O. The product is [Cl:17][C:12]1[CH:11]=[C:10]([CH:15]=[C:14]([Cl:16])[CH:13]=1)[CH2:9][N:5]1[CH:6]=[CH:7][N:8]=[C:4]1[CH2:3][O:19][C:18]1[CH:20]=[C:21]([OH:22])[CH:23]=[CH:24][CH:25]=1. The yield is 0.650. (3) The reactants are [Cl:1][C:2]1[CH:3]=[C:4]([N:13]([CH2:27][C:28]2[CH:33]=[CH:32][C:31]([O:34][CH3:35])=[CH:30][CH:29]=2)[C:14]2[CH:15]=[C:16]([CH:24]=[CH:25][CH:26]=2)[C:17]([O:19]C(C)(C)C)=[O:18])[C:5]2[N:6]([C:8]([C:11]#[N:12])=[CH:9][N:10]=2)[N:7]=1.II.O. The catalyst is C(#N)C.C(OCC)(=O)C. The yield is 0.649. The product is [Cl:1][C:2]1[CH:3]=[C:4]([N:13]([CH2:27][C:28]2[CH:29]=[CH:30][C:31]([O:34][CH3:35])=[CH:32][CH:33]=2)[C:14]2[CH:15]=[C:16]([CH:24]=[CH:25][CH:26]=2)[C:17]([OH:19])=[O:18])[C:5]2[N:6]([C:8]([C:11]#[N:12])=[CH:9][N:10]=2)[N:7]=1.